From a dataset of Forward reaction prediction with 1.9M reactions from USPTO patents (1976-2016). Predict the product of the given reaction. (1) Given the reactants NC[C@@H]1OC(=O)N(C2C=CC(S(C)=O)=C(F)C=2)C1.[N:19]([CH2:22][C@H:23]1[O:27][C:26](=[O:28])[N:25]([C:29]2[CH:34]=[CH:33][C:32]([S:35]([CH2:37][CH3:38])=[O:36])=[C:31]([F:39])[CH:30]=2)[CH2:24]1)=[N+]=[N-].C1(P(C2C=CC=CC=2)C2C=CC=CC=2)C=CC=CC=1, predict the reaction product. The product is: [NH2:19][CH2:22][C@@H:23]1[O:27][C:26](=[O:28])[N:25]([C:29]2[CH:34]=[CH:33][C:32]([S:35]([CH2:37][CH3:38])=[O:36])=[C:31]([F:39])[CH:30]=2)[CH2:24]1. (2) Given the reactants [CH2:1]([O:8][C:9]1[C:10](Cl)=[N:11][CH:12]=[N:13][C:14]=1[C:15]1[CH:20]=[CH:19][C:18]([CH3:21])=[CH:17][CH:16]=1)[C:2]1[CH:7]=[CH:6][CH:5]=[CH:4][CH:3]=1.[O:23]1[C:27]2[CH:28]=[C:29]([NH2:32])[CH:30]=[CH:31][C:26]=2[N:25]=[CH:24]1.C(O[Na])(C)(C)C, predict the reaction product. The product is: [CH2:1]([O:8][C:9]1[C:10]([NH:32][C:29]2[CH:30]=[CH:31][C:26]3[N:25]=[CH:24][O:23][C:27]=3[CH:28]=2)=[N:11][CH:12]=[N:13][C:14]=1[C:15]1[CH:20]=[CH:19][C:18]([CH3:21])=[CH:17][CH:16]=1)[C:2]1[CH:7]=[CH:6][CH:5]=[CH:4][CH:3]=1. (3) Given the reactants [H-].[Na+].[CH3:3][S:4][C:5]1[N:6]=[CH:7][C:8]2[CH:14]=[CH:13][C:12](=[O:15])[NH:11][C:9]=2[N:10]=1.[Br-].[Li+].Cl[CH2:19][C:20]1[CH:25]=[CH:24][CH:23]=[CH:22][C:21]=1[S:26]([CH2:29][CH3:30])(=[O:28])=[O:27], predict the reaction product. The product is: [CH2:29]([S:26]([C:21]1[CH:22]=[CH:23][CH:24]=[CH:25][C:20]=1[CH2:19][N:11]1[C:9]2[N:10]=[C:5]([S:4][CH3:3])[N:6]=[CH:7][C:8]=2[CH:14]=[CH:13][C:12]1=[O:15])(=[O:28])=[O:27])[CH3:30]. (4) Given the reactants [CH2:1]([C:5]1=[CH:6][N:7]([C:27]([CH3:30])([CH3:29])[CH3:28])[S:8]/[C:9]/1=[N:10]\[C:11](=[O:26])[C:12]1[CH:17]=[C:16]([C:18]#[C:19][Si](C)(C)C)[CH:15]=[CH:14][C:13]=1[O:24][CH3:25])[CH2:2][CH2:3][CH3:4].CCCC[N+](CCCC)(CCCC)CCCC.[F-], predict the reaction product. The product is: [CH2:1]([C:5]1=[CH:6][N:7]([C:27]([CH3:28])([CH3:30])[CH3:29])[S:8]/[C:9]/1=[N:10]\[C:11](=[O:26])[C:12]1[CH:17]=[C:16]([C:18]#[CH:19])[CH:15]=[CH:14][C:13]=1[O:24][CH3:25])[CH2:2][CH2:3][CH3:4].